Regression. Given a peptide amino acid sequence and an MHC pseudo amino acid sequence, predict their binding affinity value. This is MHC class II binding data. From a dataset of Peptide-MHC class II binding affinity with 134,281 pairs from IEDB. (1) The peptide sequence is VSVDCSEYPKPDCTA. The MHC is DRB1_0802 with pseudo-sequence DRB1_0802. The binding affinity (normalized) is 0.0426. (2) The peptide sequence is YVNQHLAGSHLVEAL. The MHC is HLA-DQA10401-DQB10402 with pseudo-sequence HLA-DQA10401-DQB10402. The binding affinity (normalized) is 0.100. (3) The peptide sequence is MAEMKTDAATLAQEA. The MHC is DRB1_0401 with pseudo-sequence DRB1_0401. The binding affinity (normalized) is 0.624. (4) The peptide sequence is EAKITMLTNGQCQNI. The MHC is DRB1_0701 with pseudo-sequence DRB1_0701. The binding affinity (normalized) is 0.430. (5) The MHC is DRB1_0802 with pseudo-sequence DRB1_0802. The peptide sequence is GTKTEAEDVIPEGWK. The binding affinity (normalized) is 0.113. (6) The peptide sequence is YPFIEQEGPEFFDQE. The MHC is HLA-DPA10201-DPB11401 with pseudo-sequence HLA-DPA10201-DPB11401. The binding affinity (normalized) is 0. (7) The peptide sequence is QRAAEPWRDDQRSRS. The MHC is HLA-DPA10201-DPB10501 with pseudo-sequence HLA-DPA10201-DPB10501. The binding affinity (normalized) is 0.0641. (8) The peptide sequence is ALSRVQSMFLGTGGS. The MHC is DRB1_0802 with pseudo-sequence DRB1_0802. The binding affinity (normalized) is 0.0599. (9) The peptide sequence is VCGMFTNRSGSQQWR. The MHC is HLA-DPA10103-DPB10401 with pseudo-sequence HLA-DPA10103-DPB10401. The binding affinity (normalized) is 0. (10) The peptide sequence is DKGIPFMKMNISVIMK. The MHC is DRB3_0202 with pseudo-sequence DRB3_0202. The binding affinity (normalized) is 0.703.